This data is from NCI-60 drug combinations with 297,098 pairs across 59 cell lines. The task is: Regression. Given two drug SMILES strings and cell line genomic features, predict the synergy score measuring deviation from expected non-interaction effect. (1) Drug 1: CCC(=C(C1=CC=CC=C1)C2=CC=C(C=C2)OCCN(C)C)C3=CC=CC=C3.C(C(=O)O)C(CC(=O)O)(C(=O)O)O. Drug 2: CC(C)(C#N)C1=CC(=CC(=C1)CN2C=NC=N2)C(C)(C)C#N. Cell line: SN12C. Synergy scores: CSS=3.71, Synergy_ZIP=-0.259, Synergy_Bliss=2.63, Synergy_Loewe=0.346, Synergy_HSA=0.261. (2) Drug 1: CC1=C(C=C(C=C1)NC2=NC=CC(=N2)N(C)C3=CC4=NN(C(=C4C=C3)C)C)S(=O)(=O)N.Cl. Drug 2: CC1CCC2CC(C(=CC=CC=CC(CC(C(=O)C(C(C(=CC(C(=O)CC(OC(=O)C3CCCCN3C(=O)C(=O)C1(O2)O)C(C)CC4CCC(C(C4)OC)O)C)C)O)OC)C)C)C)OC. Cell line: OVCAR-4. Synergy scores: CSS=24.4, Synergy_ZIP=1.21, Synergy_Bliss=1.19, Synergy_Loewe=-7.74, Synergy_HSA=2.84. (3) Drug 1: CNC(=O)C1=NC=CC(=C1)OC2=CC=C(C=C2)NC(=O)NC3=CC(=C(C=C3)Cl)C(F)(F)F. Drug 2: C1C(C(OC1N2C=NC3=C2NC=NCC3O)CO)O. Cell line: NCI-H522. Synergy scores: CSS=1.99, Synergy_ZIP=1.63, Synergy_Bliss=2.36, Synergy_Loewe=-2.44, Synergy_HSA=-1.86. (4) Drug 1: CC1=C(C(CCC1)(C)C)C=CC(=CC=CC(=CC(=O)O)C)C. Drug 2: C1CNP(=O)(OC1)N(CCCl)CCCl. Cell line: SF-539. Synergy scores: CSS=11.0, Synergy_ZIP=0.0139, Synergy_Bliss=4.93, Synergy_Loewe=-6.48, Synergy_HSA=0.853. (5) Drug 1: CC1=CC2C(CCC3(C2CCC3(C(=O)C)OC(=O)C)C)C4(C1=CC(=O)CC4)C. Drug 2: CC(C)NC(=O)C1=CC=C(C=C1)CNNC.Cl. Cell line: MCF7. Synergy scores: CSS=-15.0, Synergy_ZIP=3.02, Synergy_Bliss=-8.46, Synergy_Loewe=-21.2, Synergy_HSA=-19.4. (6) Drug 1: CC1=C(C=C(C=C1)NC(=O)C2=CC=C(C=C2)CN3CCN(CC3)C)NC4=NC=CC(=N4)C5=CN=CC=C5. Drug 2: COC1=C2C(=CC3=C1OC=C3)C=CC(=O)O2. Cell line: NCI-H460. Synergy scores: CSS=-1.17, Synergy_ZIP=0.770, Synergy_Bliss=-0.295, Synergy_Loewe=-0.844, Synergy_HSA=-2.63. (7) Drug 1: CCC1=CC2CC(C3=C(CN(C2)C1)C4=CC=CC=C4N3)(C5=C(C=C6C(=C5)C78CCN9C7C(C=CC9)(C(C(C8N6C)(C(=O)OC)O)OC(=O)C)CC)OC)C(=O)OC.C(C(C(=O)O)O)(C(=O)O)O. Drug 2: CCCCCOC(=O)NC1=NC(=O)N(C=C1F)C2C(C(C(O2)C)O)O. Cell line: IGROV1. Synergy scores: CSS=35.7, Synergy_ZIP=-10.1, Synergy_Bliss=-2.24, Synergy_Loewe=-54.2, Synergy_HSA=-1.66. (8) Drug 1: CCCS(=O)(=O)NC1=C(C(=C(C=C1)F)C(=O)C2=CNC3=C2C=C(C=N3)C4=CC=C(C=C4)Cl)F. Drug 2: CN(CC1=CN=C2C(=N1)C(=NC(=N2)N)N)C3=CC=C(C=C3)C(=O)NC(CCC(=O)O)C(=O)O. Cell line: SK-MEL-5. Synergy scores: CSS=26.2, Synergy_ZIP=-8.14, Synergy_Bliss=-5.30, Synergy_Loewe=-8.96, Synergy_HSA=-5.24. (9) Synergy scores: CSS=48.6, Synergy_ZIP=-3.35, Synergy_Bliss=-3.87, Synergy_Loewe=-9.26, Synergy_HSA=-0.812. Cell line: SF-295. Drug 1: CC12CCC3C(C1CCC2O)C(CC4=C3C=CC(=C4)O)CCCCCCCCCS(=O)CCCC(C(F)(F)F)(F)F. Drug 2: CCC1(C2=C(COC1=O)C(=O)N3CC4=CC5=C(C=CC(=C5CN(C)C)O)N=C4C3=C2)O.Cl. (10) Drug 1: CC12CCC(CC1=CCC3C2CCC4(C3CC=C4C5=CN=CC=C5)C)O. Drug 2: C1=NC2=C(N=C(N=C2N1C3C(C(C(O3)CO)O)F)Cl)N. Cell line: 786-0. Synergy scores: CSS=27.4, Synergy_ZIP=-4.11, Synergy_Bliss=-0.0965, Synergy_Loewe=-23.8, Synergy_HSA=1.31.